This data is from Forward reaction prediction with 1.9M reactions from USPTO patents (1976-2016). The task is: Predict the product of the given reaction. The product is: [OH:10][CH2:9][CH2:8][CH2:7][C@H:6]1[C@H:2]([NH:1][S:27]([C:24]2[CH:23]=[CH:22][C:21]([N+:18]([O-:20])=[O:19])=[CH:26][CH:25]=2)(=[O:28])=[O:29])[CH2:3][N:4]([C:11]([O:13][C:14]([CH3:17])([CH3:16])[CH3:15])=[O:12])[CH2:5]1. Given the reactants [NH2:1][C@H:2]1[C@H:6]([CH2:7][CH2:8][CH2:9][OH:10])[CH2:5][N:4]([C:11]([O:13][C:14]([CH3:17])([CH3:16])[CH3:15])=[O:12])[CH2:3]1.[N+:18]([C:21]1[CH:26]=[CH:25][C:24]([S:27](Cl)(=[O:29])=[O:28])=[CH:23][CH:22]=1)([O-:20])=[O:19].C([O-])([O-])=O.[Na+].[Na+], predict the reaction product.